This data is from Full USPTO retrosynthesis dataset with 1.9M reactions from patents (1976-2016). The task is: Predict the reactants needed to synthesize the given product. (1) Given the product [C:24]([O:28][C:29]([N:31]1[CH2:36][CH2:35][N:34]([C:8]2[CH:9]=[C:10]3[C:14](=[CH:15][CH:16]=2)[N:13]([Si:17]([C:20]([CH3:23])([CH3:22])[CH3:21])([CH3:19])[CH3:18])[CH:12]=[CH:11]3)[CH:33]([CH2:37][C:38]2[CH:39]=[CH:40][CH:41]=[CH:42][CH:43]=2)[CH2:32]1)=[O:30])([CH3:27])([CH3:25])[CH3:26], predict the reactants needed to synthesize it. The reactants are: CC([O-])(C)C.[Na+].Br[C:8]1[CH:9]=[C:10]2[C:14](=[CH:15][CH:16]=1)[N:13]([Si:17]([C:20]([CH3:23])([CH3:22])[CH3:21])([CH3:19])[CH3:18])[CH:12]=[CH:11]2.[C:24]([O:28][C:29]([N:31]1[CH2:36][CH2:35][NH:34][CH:33]([CH2:37][C:38]2[CH:43]=[CH:42][CH:41]=[CH:40][CH:39]=2)[CH2:32]1)=[O:30])([CH3:27])([CH3:26])[CH3:25]. (2) Given the product [CH3:1][O:2][C:3](=[O:18])[C:4]1[CH:9]=[C:8]([O:10][CH3:11])[CH:7]=[C:6]([SH:12])[CH:5]=1, predict the reactants needed to synthesize it. The reactants are: [CH3:1][O:2][C:3](=[O:18])[C:4]1[CH:9]=[C:8]([O:10][CH3:11])[CH:7]=[C:6]([S:12]C(=O)N(C)C)[CH:5]=1.CO[Na].Cl. (3) Given the product [CH2:1]([NH:4][C:5](=[O:13])[C:6]1[CH:11]=[CH:10][C:9]([C:14]2[CH:19]=[CH:18][CH:17]=[CH:16][CH:15]=2)=[CH:8][CH:7]=1)[CH2:2][CH3:3], predict the reactants needed to synthesize it. The reactants are: [CH2:1]([NH:4][C:5](=[O:13])[C:6]1[CH:11]=[CH:10][C:9](Br)=[CH:8][CH:7]=1)[CH2:2][CH3:3].[C:14]1(B(O)O)[CH:19]=[CH:18][CH:17]=[CH:16][CH:15]=1.